This data is from Reaction yield outcomes from USPTO patents with 853,638 reactions. The task is: Predict the reaction yield, written as a fraction of the theoretical maximum amount of product (1.0 means a 100% yield; for example, 0.34 means a 34% yield). (1) The reactants are [CH2:1]1[CH:13]2[CH:5]([C:6]3[CH2:7][CH2:8][CH2:9][CH2:10][C:11]=3[C:12]2=O)[CH2:4][CH2:3][CH2:2]1.[CH3:15][Mg]Br.Cl. The catalyst is O1CCCC1. The product is [CH3:15][C:12]1[C:11]2[CH2:10][CH2:9][CH2:8][CH2:7][C:6]=2[CH:5]2[C:13]=1[CH2:1][CH2:2][CH2:3][CH2:4]2. The yield is 0.920. (2) The reactants are C[O:2][C:3](=[O:12])[C:4]1[CH:9]=[CH:8][C:7]([NH2:10])=[C:6]([Cl:11])[CH:5]=1.[OH-].[Na+]. The catalyst is CCO. The product is [NH2:10][C:7]1[CH:8]=[CH:9][C:4]([C:3]([OH:12])=[O:2])=[CH:5][C:6]=1[Cl:11]. The yield is 0.920. (3) The reactants are Cl.C(N=C=NCCCN(C)C)C.[OH:13][CH2:14][C:15]1[CH:23]=[CH:22][C:18]([C:19]([OH:21])=O)=[CH:17][CH:16]=1.[C:24]1([CH2:30][O:31][C:32]([C:34]2([NH2:40])[CH2:39][CH2:38][CH2:37][CH2:36][CH2:35]2)=[O:33])[CH:29]=[CH:28][CH:27]=[CH:26][CH:25]=1.ON1C2C=CC=CC=2N=N1. The catalyst is C(Cl)Cl. The product is [C:24]1([CH2:30][O:31][C:32]([C:34]2([NH:40][C:19]([C:18]3[CH:17]=[CH:16][C:15]([CH2:14][OH:13])=[CH:23][CH:22]=3)=[O:21])[CH2:35][CH2:36][CH2:37][CH2:38][CH2:39]2)=[O:33])[CH:25]=[CH:26][CH:27]=[CH:28][CH:29]=1. The yield is 0.560. (4) The reactants are [B-](F)(F)(F)F.CN(C(ON1C(=O)CCC1=O)=[N+](C)C)C.[F:21][C:22]1[CH:23]=[C:24]([N:29]2[CH2:33][CH2:32][CH2:31][C@H:30]2[C:34]2[CH:35]=[C:36]([C:51]([OH:53])=O)[CH:37]=[C:38]3[C:43]=2[O:42][C:41]([N:44]2[CH2:49][CH2:48][O:47][CH2:46][CH2:45]2)=[CH:40][C:39]3=[O:50])[CH:25]=[C:26]([F:28])[CH:27]=1.CCN(C(C)C)C(C)C.[NH:63]1[CH2:68][CH2:67][O:66][CH2:65][CH2:64]1. No catalyst specified. The product is [F:28][C:26]1[CH:25]=[C:24]([N:29]2[CH2:33][CH2:32][CH2:31][C@H:30]2[C:34]2[CH:35]=[C:36]([C:51]([N:63]3[CH2:68][CH2:67][O:66][CH2:65][CH2:64]3)=[O:53])[CH:37]=[C:38]3[C:43]=2[O:42][C:41]([N:44]2[CH2:45][CH2:46][O:47][CH2:48][CH2:49]2)=[CH:40][C:39]3=[O:50])[CH:23]=[C:22]([F:21])[CH:27]=1. The yield is 0.570. (5) The reactants are [CH3:1][C:2]1[C:10]([C:11]2[CH:12]=[CH:13][C:14]([NH2:17])=[N:15][CH:16]=2)=[CH:9][C:8]2[CH2:7][CH2:6][O:5][C:4]=2[CH:3]=1.[F:18][C:19]1[CH:27]=[CH:26][CH:25]=[CH:24][C:20]=1[C:21](Cl)=[O:22]. No catalyst specified. The product is [F:18][C:19]1[CH:27]=[CH:26][CH:25]=[CH:24][C:20]=1[C:21]([NH:17][C:14]1[CH:13]=[CH:12][C:11]([C:10]2[C:2]([CH3:1])=[CH:3][C:4]3[O:5][CH2:6][CH2:7][C:8]=3[CH:9]=2)=[CH:16][N:15]=1)=[O:22]. The yield is 0.742.